This data is from Catalyst prediction with 721,799 reactions and 888 catalyst types from USPTO. The task is: Predict which catalyst facilitates the given reaction. Reactant: [Br:1]N1C(=O)CCC1=O.[NH2:9][C:10]1[C:15]([C:16]([F:19])([F:18])[F:17])=[CH:14][CH:13]=[CH:12][N:11]=1. Product: [Br:1][C:13]1[CH:14]=[C:15]([C:16]([F:17])([F:19])[F:18])[C:10]([NH2:9])=[N:11][CH:12]=1. The catalyst class is: 3.